From a dataset of Catalyst prediction with 721,799 reactions and 888 catalyst types from USPTO. Predict which catalyst facilitates the given reaction. Reactant: Cl.[CH3:2][NH:3][O:4][CH3:5].CCN(C(C)C)C(C)C.C[Al](C)C.[CH3:19][O:20][CH2:21][C:22]1[C:23](=[O:42])[C:24]([C:38](OC)=[O:39])=[N:25][N:26]([C:28]2[CH:33]=[CH:32][CH:31]=[C:30]([C:34]([F:37])([F:36])[F:35])[CH:29]=2)[CH:27]=1. Product: [CH3:5][O:4][N:3]([CH3:2])[C:38]([C:24]1[C:23](=[O:42])[C:22]([CH2:21][O:20][CH3:19])=[CH:27][N:26]([C:28]2[CH:33]=[CH:32][CH:31]=[C:30]([C:34]([F:35])([F:37])[F:36])[CH:29]=2)[N:25]=1)=[O:39]. The catalyst class is: 2.